Task: Predict the product of the given reaction.. Dataset: Forward reaction prediction with 1.9M reactions from USPTO patents (1976-2016) (1) Given the reactants [CH:1]([N:4]1[CH2:9][CH2:8][NH:7][CH2:6][CH2:5]1)([CH3:3])[CH3:2].[Cl:10][C:11]1[CH:20]=[CH:19][C:18]2[C:13](=[CH:14][CH:15]=[C:16]([Cl:21])[CH:17]=2)[N:12]=1, predict the reaction product. The product is: [ClH:10].[Cl:21][C:16]1[CH:17]=[C:18]2[C:13](=[CH:14][CH:15]=1)[N:12]=[C:11]([N:7]1[CH2:8][CH2:9][N:4]([CH:1]([CH3:3])[CH3:2])[CH2:5][CH2:6]1)[CH:20]=[CH:19]2. (2) Given the reactants [Cl:1][C:2]1[CH:7]=[CH:6][CH:5]=[C:4]([C:8]([F:11])([F:10])[F:9])[CH:3]=1.[Li]CCCC.[CH2:17]1[O:20][CH:18]1[CH3:19], predict the reaction product. The product is: [Cl:1][C:2]1[CH:7]=[CH:6][CH:5]=[C:4]([C:8]([F:9])([F:10])[F:11])[C:3]=1[CH2:17][CH:18]([OH:20])[CH3:19]. (3) Given the reactants [Cl:1][C:2]1[CH:7]=[CH:6][C:5]([CH:8]2[CH:12]([C:13]3[CH:18]=[CH:17][C:16]([Cl:19])=[CH:15][CH:14]=3)[N:11]([C:20]([N:22]3[CH2:27][CH2:26][N:25]([C:28](=[O:31])[CH2:29]Cl)[CH2:24][CH2:23]3)=[O:21])[C:10]([C:32]3[CH:37]=[CH:36][C:35]([C:38]([F:41])([F:40])[F:39])=[CH:34][C:33]=3[O:42][CH2:43][CH3:44])=[N:9]2)=[CH:4][CH:3]=1.[CH:45]([N:48](C(C)C)[CH2:49]C)(C)C.CNC, predict the reaction product. The product is: [Cl:1][C:2]1[CH:3]=[CH:4][C:5]([CH:8]2[CH:12]([C:13]3[CH:18]=[CH:17][C:16]([Cl:19])=[CH:15][CH:14]=3)[N:11]([C:20]([N:22]3[CH2:27][CH2:26][N:25]([C:28](=[O:31])[CH2:29][N:48]([CH3:49])[CH3:45])[CH2:24][CH2:23]3)=[O:21])[C:10]([C:32]3[CH:37]=[CH:36][C:35]([C:38]([F:40])([F:39])[F:41])=[CH:34][C:33]=3[O:42][CH2:43][CH3:44])=[N:9]2)=[CH:6][CH:7]=1. (4) Given the reactants C([O:7][CH2:8][C@H:9]1[CH2:14][C@@H:13]([O:15][Si:16]([C:29]([CH3:32])([CH3:31])[CH3:30])([C:23]2[CH:28]=[CH:27][CH:26]=[CH:25][CH:24]=2)[C:17]2[CH:22]=[CH:21][CH:20]=[CH:19][CH:18]=2)[CH2:12][CH2:11][C@@:10]1([C@H:34]1[CH2:42][CH2:41][C@@:40]2([CH3:43])[C@@H:36]([CH2:37][CH2:38][C@@:39]2([OH:50])[C:44]2[CH:49]=[CH:48][CH:47]=[CH:46][CH:45]=2)[C@@H:35]1[CH2:51][N:52]=[N+]=[N-])[CH3:33])(=O)C(C)(C)C.[H-].[H-].[H-].[H-].[Li+].[Al+3].O.[OH-].[Na+], predict the reaction product. The product is: [NH2:52][CH2:51][C@@H:35]1[C@@H:34]([C@@:10]2([CH3:33])[CH2:11][CH2:12][C@H:13]([O:15][Si:16]([C:29]([CH3:32])([CH3:31])[CH3:30])([C:17]3[CH:22]=[CH:21][CH:20]=[CH:19][CH:18]=3)[C:23]3[CH:24]=[CH:25][CH:26]=[CH:27][CH:28]=3)[CH2:14][C@@H:9]2[CH2:8][OH:7])[CH2:42][CH2:41][C@@:40]2([CH3:43])[C@H:36]1[CH2:37][CH2:38][C@:39]2([C:44]1[CH:45]=[CH:46][CH:47]=[CH:48][CH:49]=1)[OH:50]. (5) Given the reactants [NH2:1][CH2:2][CH2:3][NH:4][C:5]1[N:6]=[C:7]([O:38][CH3:39])[C:8]2[C:13]([C:14]3[CH:19]=[CH:18][CH:17]=[CH:16][CH:15]=3)=[C:12]([C:20]3[CH:25]=[CH:24][C:23]([C:26]4([NH:30]C(=O)OC(C)(C)C)[CH2:29][CH2:28][CH2:27]4)=[CH:22][CH:21]=3)[O:11][C:9]=2[N:10]=1.C(O)(C(F)(F)F)=O, predict the reaction product. The product is: [NH2:30][C:26]1([C:23]2[CH:24]=[CH:25][C:20]([C:12]3[O:11][C:9]4[N:10]=[C:5]([NH:4][CH2:3][CH2:2][NH2:1])[N:6]=[C:7]([O:38][CH3:39])[C:8]=4[C:13]=3[C:14]3[CH:15]=[CH:16][CH:17]=[CH:18][CH:19]=3)=[CH:21][CH:22]=2)[CH2:27][CH2:28][CH2:29]1. (6) Given the reactants [CH2:1]([O:8][C:9]1[C:10]([CH2:16][N:17]([CH2:25][C:26]2[CH:31]=[C:30]([C:32]([F:35])([F:34])[F:33])[CH:29]=[C:28]([C:36]([F:39])([F:38])[F:37])[CH:27]=2)[C:18]2[N:23]=[CH:22][C:21](Br)=[CH:20][N:19]=2)=[N:11][C:12]([CH3:15])=[CH:13][CH:14]=1)[C:2]1[CH:7]=[CH:6][CH:5]=[CH:4][CH:3]=1.CC(C)([O-])C.[Na+].C(P(C(C)(C)C)C1C=CC=CC=1C1C=CC=CC=1)(C)(C)C.[NH:67]1[CH2:72][CH2:71][CH:70]([C:73]([O:75][CH2:76][CH3:77])=[O:74])[CH2:69][CH2:68]1.C(=O)(O)[O-].[Na+], predict the reaction product. The product is: [CH2:1]([O:8][C:9]1[C:10]([CH2:16][N:17]([CH2:25][C:26]2[CH:31]=[C:30]([C:32]([F:35])([F:34])[F:33])[CH:29]=[C:28]([C:36]([F:39])([F:38])[F:37])[CH:27]=2)[C:18]2[N:23]=[CH:22][C:21]([N:67]3[CH2:72][CH2:71][CH:70]([C:73]([O:75][CH2:76][CH3:77])=[O:74])[CH2:69][CH2:68]3)=[CH:20][N:19]=2)=[N:11][C:12]([CH3:15])=[CH:13][CH:14]=1)[C:2]1[CH:7]=[CH:6][CH:5]=[CH:4][CH:3]=1. (7) Given the reactants [Cl:1][C:2]1[CH:7]=[CH:6][C:5]([N:8]2[CH2:13][CH2:12][CH:11]([C:14]([OH:16])=O)[CH2:10][CH2:9]2)=[CH:4][C:3]=1[NH:17][C@@H:18]([C:20]1[CH:25]=[CH:24][C:23]([Cl:26])=[CH:22][C:21]=1[Cl:27])[CH3:19].C[N:29]1[CH2:34][CH2:33][O:32][CH2:31][CH2:30]1.CN(C(ON1N=NC2C=CC=NC1=2)=[N+](C)C)C.F[P-](F)(F)(F)(F)F.CCN(C(C)C)C(C)C, predict the reaction product. The product is: [Cl:1][C:2]1[CH:7]=[CH:6][C:5]([N:8]2[CH2:13][CH2:12][CH:11]([C:14]([N:29]3[CH2:34][CH2:33][O:32][CH2:31][CH2:30]3)=[O:16])[CH2:10][CH2:9]2)=[CH:4][C:3]=1[NH:17][C@@H:18]([C:20]1[CH:25]=[CH:24][C:23]([Cl:26])=[CH:22][C:21]=1[Cl:27])[CH3:19]. (8) Given the reactants S1C=[CH:4][C:3]([N:6]2[C:14]3[C:9](=[CH:10][CH:11]=[CH:12][CH:13]=3)[C:8]([C:15]([OH:17])=[O:16])=[CH:7]2)=N1.[S:18]1C(N2C3C(=CC=CC=3)C(C(O)=O)=C2)=C[CH:20]=[N:19]1.O1C=CN=C1N1C2C(=CC=CC=2)C(C(O)=O)=C1, predict the reaction product. The product is: [S:18]1[CH:4]=[C:3]([N:6]2[C:14]3[C:9](=[CH:10][CH:11]=[CH:12][CH:13]=3)[C:8]([C:15]([OH:17])=[O:16])=[CH:7]2)[CH:20]=[N:19]1. (9) Given the reactants [Br:1][C:2]1[CH:3]=[C:4]2[C:9](=[CH:10][CH:11]=1)[C:8]([OH:12])=[C:7]([C@H:13]([O:19][C:20]([CH3:23])([CH3:22])[CH3:21])[C:14]([O:16][CH2:17][CH3:18])=[O:15])[C:6]([CH3:24])=[CH:5]2.C(N(C(C)C)CC)(C)C.Cl[Si:35]([CH2:40][CH3:41])([CH2:38][CH3:39])[CH2:36][CH3:37], predict the reaction product. The product is: [Br:1][C:2]1[CH:3]=[C:4]2[C:9](=[CH:10][CH:11]=1)[C:8]([O:12][Si:35]([CH2:40][CH3:41])([CH2:38][CH3:39])[CH2:36][CH3:37])=[C:7]([C@H:13]([O:19][C:20]([CH3:23])([CH3:22])[CH3:21])[C:14]([O:16][CH2:17][CH3:18])=[O:15])[C:6]([CH3:24])=[CH:5]2. (10) The product is: [CH3:18][C:19]1([CH3:35])[C:23]([CH3:25])([CH3:24])[O:22][B:21]([C:2]2[CH:10]=[CH:9][CH:8]=[C:7]3[C:3]=2[CH2:4][N:5]([C:11]([O:13][C:14]([CH3:17])([CH3:16])[CH3:15])=[O:12])[CH2:6]3)[O:20]1. Given the reactants Br[C:2]1[CH:10]=[CH:9][CH:8]=[C:7]2[C:3]=1[CH2:4][N:5]([C:11]([O:13][C:14]([CH3:17])([CH3:16])[CH3:15])=[O:12])[CH2:6]2.[CH3:18][C:19]1([CH3:35])[C:23]([CH3:25])([CH3:24])[O:22][B:21]([B:21]2[O:22][C:23]([CH3:25])([CH3:24])[C:19]([CH3:35])([CH3:18])[O:20]2)[O:20]1.C(O[K])(C)=O, predict the reaction product.